This data is from Forward reaction prediction with 1.9M reactions from USPTO patents (1976-2016). The task is: Predict the product of the given reaction. (1) Given the reactants [CH3:1][C:2]1[N:7]=[C:6]2[S:8][C:9]3[CH2:14][CH2:13][CH2:12][CH2:11][C:10]=3[C:5]2=[C:4]([C:15]2[CH:20]=[CH:19][C:18]([CH3:21])=[CH:17][CH:16]=2)[C:3]=1[CH:22]([CH2:27][C:28]([CH3:31])([CH3:30])[CH3:29])[C:23]([O:25]C)=[O:24].[OH-].[Na+].C(O)C, predict the reaction product. The product is: [CH3:1][C:2]1[N:7]=[C:6]2[S:8][C:9]3[CH2:14][CH2:13][CH2:12][CH2:11][C:10]=3[C:5]2=[C:4]([C:15]2[CH:16]=[CH:17][C:18]([CH3:21])=[CH:19][CH:20]=2)[C:3]=1[CH:22]([CH2:27][C:28]([CH3:31])([CH3:30])[CH3:29])[C:23]([OH:25])=[O:24]. (2) Given the reactants Cl[C:2]1[N:3]=[CH:4][C:5]2[N:11]([CH3:12])[C:10](=[O:13])[C:9]([F:15])([F:14])[CH2:8][N:7]([CH:16]3[CH2:19][CH2:18][CH2:17]3)[C:6]=2[N:20]=1.[NH2:21][C:22]1[CH:30]=[CH:29][C:25]([C:26]([OH:28])=[O:27])=[CH:24][CH:23]=1, predict the reaction product. The product is: [CH:16]1([N:7]2[CH2:8][C:9]([F:15])([F:14])[C:10](=[O:13])[N:11]([CH3:12])[C:5]3[CH:4]=[N:3][C:2]([NH:21][C:22]4[CH:30]=[CH:29][C:25]([C:26]([OH:28])=[O:27])=[CH:24][CH:23]=4)=[N:20][C:6]2=3)[CH2:19][CH2:18][CH2:17]1.